Dataset: KCNQ2 potassium channel screen with 302,405 compounds. Task: Binary Classification. Given a drug SMILES string, predict its activity (active/inactive) in a high-throughput screening assay against a specified biological target. (1) The molecule is S1(=O)(=O)c2c(C(=O)c3c1cccc3)ccc(c2)C(=O)Nc1ccc(C(C)(C)C)cc1. The result is 0 (inactive). (2) The molecule is O=C(Nc1ccc(cc1)C(=O)C)c1cc([N+]([O-])=O)c(n2ncnc2)cc1. The result is 0 (inactive). (3) The compound is S(=O)(=O)(N1CCCCC1)c1cc(OC)c(NC(=O)C)cc1. The result is 0 (inactive). (4) The drug is O=C(N1C(C=C(c2c1cccc2)C)(C)C)Nc1ccc(OC)cc1. The result is 0 (inactive).